This data is from Full USPTO retrosynthesis dataset with 1.9M reactions from patents (1976-2016). The task is: Predict the reactants needed to synthesize the given product. (1) Given the product [Cl:1][C:2]1[CH:3]=[CH:4][C:5]([CH2:6][N:7]2[C:15]3[C:14](=[O:16])[N:13]([CH2:17][CH:18]([OH:20])[CH3:19])[C:12](=[O:21])[N:11]([CH3:22])[C:10]=3[N:9]=[C:8]2[O:23][C:24]2[CH:29]=[CH:28][CH:27]=[C:26]([O:30][C:31]([F:34])([F:32])[F:33])[CH:25]=2)=[CH:35][CH:36]=1, predict the reactants needed to synthesize it. The reactants are: [Cl:1][C:2]1[CH:36]=[CH:35][C:5]([CH2:6][N:7]2[C:15]3[C:14](=[O:16])[N:13]([CH2:17][C:18](=[O:20])[CH3:19])[C:12](=[O:21])[N:11]([CH3:22])[C:10]=3[N:9]=[C:8]2[O:23][C:24]2[CH:29]=[CH:28][CH:27]=[C:26]([O:30][C:31]([F:34])([F:33])[F:32])[CH:25]=2)=[CH:4][CH:3]=1.[BH4-].[Na+]. (2) Given the product [CH:58]([O-:60])=[O:59].[F:49][C:6]1[C:7]([F:48])=[C:8]([CH2:9][N:10]2[C:19](=[O:20])[C:18]([C:21](=[O:22])[NH:23][C:24]3[CH:29]=[CH:28][C:27]([C:30]([F:33])([F:32])[F:31])=[CH:26][C:25]=3[C:34]3[CH:39]=[C:38]([C:40]([F:43])([F:42])[F:41])[N:37]=[CH:36][N:35]=3)=[C:17]([OH:44])[C:12]3([CH2:16][CH2:15][CH2:14][CH2:13]3)[N:11]2[CH3:45])[CH:46]=[CH:47][C:5]=1[O:4][CH2:3][CH2:2][N+:50]12[CH2:57][CH2:56][N:53]([CH2:54][CH2:55]1)[CH2:52][CH2:51]2, predict the reactants needed to synthesize it. The reactants are: Cl[CH2:2][CH2:3][O:4][C:5]1[CH:47]=[CH:46][C:8]([CH2:9][N:10]2[C:19](=[O:20])[C:18]([C:21]([NH:23][C:24]3[CH:29]=[CH:28][C:27]([C:30]([F:33])([F:32])[F:31])=[CH:26][C:25]=3[C:34]3[CH:39]=[C:38]([C:40]([F:43])([F:42])[F:41])[N:37]=[CH:36][N:35]=3)=[O:22])=[C:17]([OH:44])[C:12]3([CH2:16][CH2:15][CH2:14][CH2:13]3)[N:11]2[CH3:45])=[C:7]([F:48])[C:6]=1[F:49].[N:50]12[CH2:57][CH2:56][N:53]([CH2:54][CH2:55]1)[CH2:52][CH2:51]2.[C:58](=O)([O-:60])[O-:59].[K+].[K+]. (3) Given the product [NH2:1][C:2]1[C:7]([S:8]([N:11]([CH3:13])[CH3:12])(=[O:10])=[O:9])=[CH:6][C:5]([C:44]2[CH:53]=[CH:52][C:51]3[C:46](=[C:47]([C:54]4[CH:59]=[CH:58][N:57]=[CH:56][CH:55]=4)[CH:48]=[CH:49][N:50]=3)[N:45]=2)=[CH:4][N:3]=1, predict the reactants needed to synthesize it. The reactants are: [NH2:1][C:2]1[C:7]([S:8]([N:11]([CH3:13])[CH3:12])(=[O:10])=[O:9])=[CH:6][C:5](Br)=[CH:4][N:3]=1.B1(B2OC(C)(C)C(C)(C)O2)OC(C)(C)C(C)(C)O1.C([O-])(=O)C.[K+].FC(F)(F)S(O[C:44]1[CH:53]=[CH:52][C:51]2[C:46](=[C:47]([C:54]3[CH:59]=[CH:58][N:57]=[CH:56][CH:55]=3)[CH:48]=[CH:49][N:50]=2)[N:45]=1)(=O)=O.C(=O)(O)[O-].[Na+]. (4) Given the product [N:1]1[C:10]2[C:5](=[CH:6][CH:7]=[CH:8][CH:9]=2)[N:4]=[CH:3][C:2]=1[C:11]1[CH:12]=[C:13]([NH:17][C:27](=[O:30])[CH2:28][CH3:29])[CH:14]=[CH:15][CH:16]=1, predict the reactants needed to synthesize it. The reactants are: [N:1]1[C:10]2[C:5](=[CH:6][CH:7]=[CH:8][CH:9]=2)[N:4]=[CH:3][C:2]=1[C:11]1[CH:12]=[C:13]([NH2:17])[CH:14]=[CH:15][CH:16]=1.CCN(C(C)C)C(C)C.[C:27](Cl)(=[O:30])[CH2:28][CH3:29].